From a dataset of Catalyst prediction with 721,799 reactions and 888 catalyst types from USPTO. Predict which catalyst facilitates the given reaction. (1) Reactant: [NH2:1][C:2]1[C:7]([NH:8][CH2:9][C:10]#[N:11])=[C:6]([S:12][CH2:13][C:14]2[CH:19]=[CH:18][CH:17]=[C:16]([Cl:20])[C:15]=2[F:21])[N:5]=[C:4]([S:22][CH2:23][C:24]2[CH:29]=[CH:28][CH:27]=[C:26]([Cl:30])[C:25]=2[F:31])[N:3]=1.[OH-].[K+]. Product: [Cl:30][C:26]1[C:25]([F:31])=[C:24]([CH2:23][S:22][C:4]2[N:5]=[C:6]([S:12][CH2:13][C:14]3[CH:19]=[CH:18][CH:17]=[C:16]([Cl:20])[C:15]=3[F:21])[C:7]3[C:2](=[N:1][C:10]([NH2:11])=[CH:9][N:8]=3)[N:3]=2)[CH:29]=[CH:28][CH:27]=1. The catalyst class is: 138. (2) Reactant: [Cl:1][C:2]1[C:3]([Cl:11])=[N:4][CH:5]=[C:6]([CH:10]=1)[C:7]([OH:9])=O.Cl.[NH:13]1[CH2:16][CH2:15][CH2:14]1.CN(C(ON1N=NC2C=CC=NC1=2)=[N+](C)C)C.F[P-](F)(F)(F)(F)F.C(N(CC)C(C)C)(C)C.Cl. Product: [N:13]1([C:7]([C:6]2[CH:10]=[C:2]([Cl:1])[C:3]([Cl:11])=[N:4][CH:5]=2)=[O:9])[CH2:16][CH2:15][CH2:14]1. The catalyst class is: 4. (3) Reactant: ClC(Cl)(Cl)C(=N)O[C@H:5]1[O:22][C@H:21]([CH2:23][O:24][C:25](=[O:27])[CH3:26])[C@@H:16]([O:17][C:18](=[O:20])[CH3:19])[C@H:11]([O:12][C:13](=[O:15])[CH3:14])[C@@H:6]1[O:7][C:8](=[O:10])[CH3:9].[I:31][C:32]1[CH:37]=[CH:36][C:35]([OH:38])=[C:34]([O:39][CH3:40])[CH:33]=1.[Si](OS(C(F)(F)F)(=O)=O)(C)(C)C. Product: [C:8]([O:7][C@H:6]1[C@@H:11]([O:12][C:13](=[O:15])[CH3:14])[C@H:16]([O:17][C:18](=[O:20])[CH3:19])[C@@H:21]([CH2:23][O:24][C:25](=[O:27])[CH3:26])[O:22][C@@H:5]1[O:38][C:35]1[CH:36]=[CH:37][C:32]([I:31])=[CH:33][C:34]=1[O:39][CH3:40])(=[O:10])[CH3:9]. The catalyst class is: 4. (4) Reactant: C([O:5][C:6]1[CH:11]=[C:10]([C:12]2[CH:34]=[CH:33][C:15]([CH2:16][NH:17][C:18](=[O:32])[C:19]3[C:24]([Cl:25])=[CH:23][C:22]([O:26][CH2:27][CH2:28][O:29][CH3:30])=[CH:21][C:20]=3[Cl:31])=[CH:14][CH:13]=2)[CH:9]=[CH:8][N:7]=1)(C)(C)C.FC(F)(F)C(O)=O. Product: [Cl:31][C:20]1[CH:21]=[C:22]([O:26][CH2:27][CH2:28][O:29][CH3:30])[CH:23]=[C:24]([Cl:25])[C:19]=1[C:18]([NH:17][CH2:16][C:15]1[CH:33]=[CH:34][C:12]([C:10]2[CH:9]=[CH:8][NH:7][C:6](=[O:5])[CH:11]=2)=[CH:13][CH:14]=1)=[O:32]. The catalyst class is: 2. (5) Reactant: [CH2:1]([O:3][C:4]([C:6]1[CH2:11][CH2:10][CH2:9][CH2:8][C:7]=1[NH:12][C:13](=[O:19])[CH2:14][CH2:15][CH2:16][CH2:17]Br)=[O:5])[CH3:2].[N:20]1([C:26]2[CH:35]=[CH:34][C:33]3[C:28](=[CH:29][CH:30]=[CH:31][CH:32]=3)[N:27]=2)[CH2:25][CH2:24][NH:23][CH2:22][CH2:21]1.C(N(CC)CC)C. Product: [CH2:1]([O:3][C:4]([C:6]1[CH2:11][CH2:10][CH2:9][CH2:8][C:7]=1[NH:12][C:13](=[O:19])[CH2:14][CH2:15][CH2:16][CH2:17][N:23]1[CH2:24][CH2:25][N:20]([C:26]2[CH:35]=[CH:34][C:33]3[C:28](=[CH:29][CH:30]=[CH:31][CH:32]=3)[N:27]=2)[CH2:21][CH2:22]1)=[O:5])[CH3:2]. The catalyst class is: 11. (6) Reactant: [C:1]1([NH2:8])[CH:6]=[CH:5][CH:4]=[C:3]([NH2:7])[CH:2]=1.[C:9]1([N:15]=[C:16]=[O:17])[CH:14]=[CH:13][CH:12]=[CH:11][CH:10]=1. Product: [NH2:7][C:3]1[CH:2]=[C:1]([NH:8][C:16]([NH:15][C:9]2[CH:14]=[CH:13][CH:12]=[CH:11][CH:10]=2)=[O:17])[CH:6]=[CH:5][CH:4]=1.[C:1]1([NH2:8])[CH:6]=[CH:5][CH:4]=[C:3]([NH2:7])[CH:2]=1. The catalyst class is: 4. (7) Reactant: [C:1]([O:5][C:6]([N:8]1[C:12]2[CH:13]=[CH:14][C:15]([CH3:17])=[CH:16][C:11]=2[N:10]=[C:9]1[C:18]1[CH:23]=[C:22](Br)[CH:21]=[CH:20][C:19]=1[F:25])=[O:7])([CH3:4])([CH3:3])[CH3:2].[CH2:26]([O:28][C:29]([CH:31]1[CH2:36][CH2:35][NH:34][CH2:33][CH2:32]1)=[O:30])[CH3:27].C(=O)([O-])[O-].[Cs+].[Cs+].C1C=CC(P(C2C(C3C(P(C4C=CC=CC=4)C4C=CC=CC=4)=CC=C4C=3C=CC=C4)=C3C(C=CC=C3)=CC=2)C2C=CC=CC=2)=CC=1. Product: [C:1]([O:5][C:6]([N:8]1[C:12]2[CH:13]=[CH:14][C:15]([CH3:17])=[CH:16][C:11]=2[N:10]=[C:9]1[C:18]1[CH:23]=[C:22]([N:34]2[CH2:35][CH2:36][CH:31]([C:29]([O:28][CH2:26][CH3:27])=[O:30])[CH2:32][CH2:33]2)[CH:21]=[CH:20][C:19]=1[F:25])=[O:7])([CH3:4])([CH3:3])[CH3:2]. The catalyst class is: 706.